The task is: Regression. Given two drug SMILES strings and cell line genomic features, predict the synergy score measuring deviation from expected non-interaction effect.. This data is from NCI-60 drug combinations with 297,098 pairs across 59 cell lines. (1) Drug 1: CN1CCC(CC1)COC2=C(C=C3C(=C2)N=CN=C3NC4=C(C=C(C=C4)Br)F)OC. Drug 2: CCC(=C(C1=CC=CC=C1)C2=CC=C(C=C2)OCCN(C)C)C3=CC=CC=C3.C(C(=O)O)C(CC(=O)O)(C(=O)O)O. Cell line: DU-145. Synergy scores: CSS=15.4, Synergy_ZIP=-3.98, Synergy_Bliss=7.08, Synergy_Loewe=-4.94, Synergy_HSA=5.47. (2) Drug 1: CCC(=C(C1=CC=CC=C1)C2=CC=C(C=C2)OCCN(C)C)C3=CC=CC=C3.C(C(=O)O)C(CC(=O)O)(C(=O)O)O. Drug 2: CC1CCCC2(C(O2)CC(NC(=O)CC(C(C(=O)C(C1O)C)(C)C)O)C(=CC3=CSC(=N3)C)C)C. Cell line: SNB-19. Synergy scores: CSS=51.1, Synergy_ZIP=4.32, Synergy_Bliss=3.53, Synergy_Loewe=-18.4, Synergy_HSA=3.06. (3) Drug 1: CS(=O)(=O)CCNCC1=CC=C(O1)C2=CC3=C(C=C2)N=CN=C3NC4=CC(=C(C=C4)OCC5=CC(=CC=C5)F)Cl. Drug 2: B(C(CC(C)C)NC(=O)C(CC1=CC=CC=C1)NC(=O)C2=NC=CN=C2)(O)O. Cell line: HL-60(TB). Synergy scores: CSS=60.5, Synergy_ZIP=2.28, Synergy_Bliss=1.14, Synergy_Loewe=-47.2, Synergy_HSA=-2.35. (4) Drug 1: CC1=C(C(=O)C2=C(C1=O)N3CC4C(C3(C2COC(=O)N)OC)N4)N. Drug 2: N.N.Cl[Pt+2]Cl. Cell line: OVCAR-8. Synergy scores: CSS=48.5, Synergy_ZIP=-13.2, Synergy_Bliss=-8.11, Synergy_Loewe=-0.867, Synergy_HSA=1.24.